This data is from Full USPTO retrosynthesis dataset with 1.9M reactions from patents (1976-2016). The task is: Predict the reactants needed to synthesize the given product. (1) Given the product [CH2:9]([O:8][C@H:7]1[C@H:6]([O:16][CH2:17][C:18]2[CH:19]=[CH:20][CH:21]=[CH:22][CH:23]=2)[C@@H:5]([CH2:24][O:25][CH2:26][C:27]2[CH:32]=[CH:31][CH:30]=[CH:29][CH:28]=2)[CH2:4][C@@H:3]([OH:33])[C@@H:2]1[NH:1][C:39]([N:41]1[CH2:42][CH2:43][CH2:47][CH2:45]1)=[S:40])[C:10]1[CH:11]=[CH:12][CH:13]=[CH:14][CH:15]=1, predict the reactants needed to synthesize it. The reactants are: [NH2:1][C@@H:2]1[C@@H:7]([O:8][CH2:9][C:10]2[CH:15]=[CH:14][CH:13]=[CH:12][CH:11]=2)[C@H:6]([O:16][CH2:17][C:18]2[CH:23]=[CH:22][CH:21]=[CH:20][CH:19]=2)[C@@H:5]([CH2:24][O:25][CH2:26][C:27]2[CH:32]=[CH:31][CH:30]=[CH:29][CH:28]=2)[CH2:4][C@H:3]1[OH:33].C1N=CN([C:39]([N:41]2[CH:45]=N[CH:43]=[CH:42]2)=[S:40])C=1.N1CCC[CH2:47]1. (2) Given the product [CH3:1][O:2][C:3]([C@@H:5]1[CH2:9][C@@H:8]([S:10]([CH2:13][CH:14]2[CH2:16][CH2:15]2)(=[O:12])=[O:11])[CH2:7][N:6]1[C:17](=[S:32])[CH2:18][C:19](=[O:21])[CH3:20])=[O:4], predict the reactants needed to synthesize it. The reactants are: [CH3:1][O:2][C:3]([C@@H:5]1[CH2:9][C@@H:8]([S:10]([CH2:13][CH:14]2[CH2:16][CH2:15]2)(=[O:12])=[O:11])[CH2:7][N:6]1[C:17](=O)[CH2:18][C:19](=[O:21])[CH3:20])=[O:4].COC1C=CC(P2(SP(C3C=CC(OC)=CC=3)(=S)S2)=[S:32])=CC=1. (3) Given the product [CH3:5][C:3]1[NH:21][C:3]([CH3:5])=[C:2]([C:1]([O:7][CH2:8][CH3:9])=[O:22])[CH:15]([C:14]2[CH:17]=[CH:18][CH:19]=[CH:20][C:13]=2[N+:10]([O-:12])=[O:11])[C:2]=1[C:1]([O:7][CH2:8][CH3:9])=[O:6], predict the reactants needed to synthesize it. The reactants are: [C:1]([O:7][CH2:8][CH3:9])(=[O:6])[CH2:2][C:3]([CH3:5])=O.[N+:10]([C:13]1[CH:20]=[CH:19][CH:18]=[CH:17][C:14]=1[CH:15]=O)([O-:12])=[O:11].[NH4+:21].[OH-:22]. (4) Given the product [Br:14][C:13]1[C:8]([NH:7][C:21]2[CH:22]=[C:17]([Cl:16])[CH:18]=[CH:19][C:20]=2[O:23][CH3:24])=[N:9][CH:10]=[C:11]([CH3:15])[CH:12]=1, predict the reactants needed to synthesize it. The reactants are: CC(C)([O-])C.[Na+].[NH2:7][C:8]1[C:13]([Br:14])=[CH:12][C:11]([CH3:15])=[CH:10][N:9]=1.[Cl:16][C:17]1[CH:22]=[CH:21][C:20]([O:23][CH3:24])=[C:19](I)[CH:18]=1.Cl. (5) Given the product [Cl:41][C:17]1[CH:18]=[CH:19][C:14]([C:11]2[CH:10]=[C:9]([C:4]3[CH:5]=[CH:6][CH:7]=[CH:8][C:3]=3[O:2][CH3:1])[NH:13][N:12]=2)=[CH:15][CH:16]=1, predict the reactants needed to synthesize it. The reactants are: [CH3:1][O:2][C:3]1[CH:8]=[CH:7][CH:6]=[CH:5][C:4]=1[C:9]1[NH:13][N:12]=[C:11]([C:14]2[CH:19]=[CH:18][CH:17]=[CH:16][CH:15]=2)[CH:10]=1.COC1C=CC=CC=1C(OC)=O.CC(C1C=CC([Cl:41])=CC=1)=O. (6) Given the product [CH:15]1([C:21]([N:6]2[CH:7]([C:26]3[C:27]4[C:32](=[CH:31][CH:30]=[CH:29][CH:28]=4)[NH:24][CH:25]=3)[C:8]3[C:13](=[CH:12][CH:11]=[CH:10][CH:9]=3)[C:14]3[CH:1]=[CH:2][CH:3]=[CH:4][C:5]2=3)=[O:22])[CH2:20][CH2:19][CH2:18][CH2:17][CH2:16]1, predict the reactants needed to synthesize it. The reactants are: [CH:1]1[C:14]2[C:5](=[N:6][CH:7]=[C:8]3[C:13]=2[CH:12]=[CH:11][CH:10]=[CH:9]3)[CH:4]=[CH:3][CH:2]=1.[CH:15]1([C:21](Cl)=[O:22])[CH2:20][CH2:19][CH2:18][CH2:17][CH2:16]1.[NH:24]1[C:32]2[C:27](=[CH:28][CH:29]=[CH:30][CH:31]=2)[CH:26]=[CH:25]1. (7) Given the product [NH2:1][C:2]1[CH:10]=[CH:9][C:8]([OH:11])=[CH:7][C:3]=1[C:4]([NH:19][C:18]1[CH:20]=[CH:21][CH:22]=[CH:23][C:17]=1[Cl:16])=[O:6], predict the reactants needed to synthesize it. The reactants are: [NH2:1][C:2]1[CH:10]=[CH:9][C:8]([OH:11])=[CH:7][C:3]=1[C:4]([OH:6])=O.O=S(Cl)Cl.[Cl:16][C:17]1[CH:23]=[CH:22][CH:21]=[CH:20][C:18]=1[NH2:19].C(Cl)(Cl)Cl. (8) Given the product [CH3:23][C@@:24]12[C:32](=[O:33])[CH2:31][CH2:30][C@H:29]1[C@@H:28]1[CH2:34][CH:35]=[C:36]3[CH2:41][C@@H:40]([OH:42])[CH2:39][CH2:38][C@:37]3([CH3:43])[C@H:27]1[CH2:26][CH2:25]2.[C:13]([OH:22])(=[O:21])[CH:14]([CH:16]([C:18]([OH:20])=[O:19])[OH:17])[OH:15], predict the reactants needed to synthesize it. The reactants are: O1CCCC1.CCCCCCC.[C:13]([OH:22])(=[O:21])[CH:14]([CH:16]([C:18]([OH:20])=[O:19])[OH:17])[OH:15].[CH3:23][C@@:24]12[C:32](=[O:33])[CH2:31][CH2:30][C@H:29]1[C@@H:28]1[CH2:34][CH:35]=[C:36]3[CH2:41][C@@H:40]([OH:42])[CH2:39][CH2:38][C@:37]3([CH3:43])[C@H:27]1[CH2:26][CH2:25]2. (9) The reactants are: [F:1][C:2]1[CH:7]=[CH:6][CH:5]=[CH:4][C:3]=1[NH:8][C:9](=[O:15])[O:10][C:11]([CH3:14])([CH3:13])[CH3:12].C1(C)C=CC=CC=1.C([Li])(C)(C)C.CN(C)[CH:30]=[O:31]. Given the product [F:1][C:2]1[CH:7]=[CH:6][CH:5]=[C:4]([CH:30]=[O:31])[C:3]=1[NH:8][C:9](=[O:15])[O:10][C:11]([CH3:12])([CH3:14])[CH3:13], predict the reactants needed to synthesize it.